The task is: Predict the reactants needed to synthesize the given product.. This data is from Full USPTO retrosynthesis dataset with 1.9M reactions from patents (1976-2016). (1) Given the product [F:24][C:12]([F:11])([F:23])[C:13]1[C:21]2[C:16](=[CH:17][CH:18]=[C:19]([NH:22][C:2]3[C:3]4[CH:10]=[CH:9][NH:8][C:4]=4[N:5]=[CH:6][N:7]=3)[CH:20]=2)[NH:15][N:14]=1, predict the reactants needed to synthesize it. The reactants are: Cl[C:2]1[C:3]2[CH:10]=[CH:9][NH:8][C:4]=2[N:5]=[CH:6][N:7]=1.[F:11][C:12]([F:24])([F:23])[C:13]1[C:21]2[C:16](=[CH:17][CH:18]=[C:19]([NH2:22])[CH:20]=2)[NH:15][N:14]=1. (2) Given the product [CH3:1][O:2][C:3]1[CH:8]=[CH:7][CH:6]=[CH:5][C:4]=1[C:9]1[CH:10]=[C:11]2[C:16](=[CH:17][CH:18]=1)[NH:15][C:14]([CH3:19])([CH3:20])[CH:13]=[C:12]2[CH2:21][NH:33][C:34]1[CH:39]=[CH:38][CH:37]=[CH:36][CH:35]=1, predict the reactants needed to synthesize it. The reactants are: [CH3:1][O:2][C:3]1[CH:8]=[CH:7][CH:6]=[CH:5][C:4]=1[C:9]1[CH:10]=[C:11]2[C:16](=[CH:17][CH:18]=1)[NH:15][C:14]([CH3:20])([CH3:19])[CH:13]=[C:12]2[CH2:21]SCC(C)CC.BrCC1[C:39]2[C:34](=[CH:35][CH:36]=[C:37](C3C=CC=CC=3OC)[CH:38]=2)[NH:33]C(C)(C)C=1.C(=O)([O-])[O-].[K+].[K+].CC(CC)CS. (3) Given the product [CH3:15][C:16]1[O:10][C:9]([C:8]2[CH:7]=[N:6][CH:5]=[CH:4][C:3]=2[C:2]([F:1])([F:13])[F:14])=[N:11][N:12]=1, predict the reactants needed to synthesize it. The reactants are: [F:1][C:2]([F:14])([F:13])[C:3]1[C:8]([C:9]([NH:11][NH2:12])=[O:10])=[CH:7][N:6]=[CH:5][CH:4]=1.[C:15](OCC)(OCC)(OCC)[CH3:16]. (4) Given the product [Br:22][C:23]1[CH:30]=[CH:29][C:26]([C:27]2[N:8]([CH2:9][C@@H:10]3[CH2:14][CH2:13][N:12]([C:15]([O:17][C:18]([CH3:21])([CH3:20])[CH3:19])=[O:16])[CH2:11]3)[C:3]3[CH:4]=[CH:5][CH:6]=[CH:7][C:2]=3[N:1]=2)=[CH:25][CH:24]=1, predict the reactants needed to synthesize it. The reactants are: [NH2:1][C:2]1[CH:7]=[CH:6][CH:5]=[CH:4][C:3]=1[NH:8][CH2:9][C@@H:10]1[CH2:14][CH2:13][N:12]([C:15]([O:17][C:18]([CH3:21])([CH3:20])[CH3:19])=[O:16])[CH2:11]1.[Br:22][C:23]1[CH:30]=[CH:29][C:26]([CH:27]=O)=[CH:25][CH:24]=1.